This data is from hERG potassium channel inhibition data for cardiac toxicity prediction from Karim et al.. The task is: Regression/Classification. Given a drug SMILES string, predict its toxicity properties. Task type varies by dataset: regression for continuous values (e.g., LD50, hERG inhibition percentage) or binary classification for toxic/non-toxic outcomes (e.g., AMES mutagenicity, cardiotoxicity, hepatotoxicity). Dataset: herg_karim. (1) The drug is Cc1nc2ccccc2n1C1CC2CCC(C1)N2CCC1(c2ccccc2)CCN(C(=O)c2ccc3c(c2)CC(=O)NS3(=O)=O)CC1. The result is 0 (non-blocker). (2) The drug is NC1=NC2(CO1)c1cc(-c3cncc(OCC(F)(F)F)c3)ccc1OCC21CC1. The result is 1 (blocker). (3) The drug is Cc1ccc(C(=O)N2CCN(c3ccc(OCCCN4CCCCC4)cc3)C(=O)C2)cc1. The result is 0 (non-blocker). (4) The compound is NC(=O)N1CCN(Cc2ccc3c(c2)Cc2c(-c4csc(C#CCOc5ccccc5)c4)n[nH]c2-3)CC1. The result is 1 (blocker). (5) The molecule is NCC1CCC2(CC1)OOC1(O2)C2CC3CC(C2)CC1C3. The result is 1 (blocker). (6) The molecule is COc1ccc(S(=O)(=O)NCCN2CC3CN(CCCOc4ccc(C#N)cc4)CC(C2)O3)cc1. The result is 0 (non-blocker).